Dataset: Catalyst prediction with 721,799 reactions and 888 catalyst types from USPTO. Task: Predict which catalyst facilitates the given reaction. (1) Reactant: [Cl:1][C:2]1[CH:7]=[CH:6][C:5]([C:8]2([C:13]3[CH:14]=[CH:15][C:16]4[C:17]([CH:29]=3)=[C:18]([C:21]3[CH:26]=[CH:25][CH:24]=[C:23]([O:27][CH3:28])[CH:22]=3)[O:19][N:20]=4)[O:12][CH2:11][CH2:10][O:9]2)=[CH:4][CH:3]=1. Product: [CH3:28][O:27][C:23]1[CH:22]=[C:21]([C:18]([C:17]2[CH:29]=[C:13]([C:8]3([C:5]4[CH:4]=[CH:3][C:2]([Cl:1])=[CH:7][CH:6]=4)[O:12][CH2:11][CH2:10][O:9]3)[CH:14]=[CH:15][C:16]=2[NH2:20])=[O:19])[CH:26]=[CH:25][CH:24]=1. The catalyst class is: 123. (2) Reactant: [CH2:1]=[CH:2][CH2:3][CH2:4][CH2:5][CH2:6][CH2:7][CH2:8][CH2:9][CH:10]([OH:20])[CH2:11][CH2:12][CH2:13][CH2:14][CH2:15][CH2:16][CH2:17][CH:18]=[CH2:19].[Br:21][CH2:22][CH2:23][CH2:24][C:25](Cl)=[O:26].C(OCC)(=O)C. Product: [Br:21][CH2:22][CH2:23][CH2:24][C:25]([O:20][CH:10]([CH2:9][CH2:8][CH2:7][CH2:6][CH2:5][CH2:4][CH2:3][CH:2]=[CH2:1])[CH2:11][CH2:12][CH2:13][CH2:14][CH2:15][CH2:16][CH2:17][CH:18]=[CH2:19])=[O:26]. The catalyst class is: 34.